From a dataset of Drug-target binding data from BindingDB using IC50 measurements. Regression. Given a target protein amino acid sequence and a drug SMILES string, predict the binding affinity score between them. We predict pIC50 (pIC50 = -log10(IC50 in M); higher means more potent). Dataset: bindingdb_ic50. (1) The pIC50 is 8.2. The target protein (P49684) has sequence MALSLESTTSFHMLTVSGSTVTELPGDSNVSLNSSWSGPTDPSSLKDLVATGVIGAVLSAMGVVGMVGNVYTLVVMCRFLRASASMYVYVVNLALADLLYLLSIPFIIATYVTKDWHFGDVGCRVLFSLDFLTMHASIFTLTIMSSERYAAVLRPLDTVQRSKGYRKLLVLGTWLLALLLTLPMMLAIQLVRRGSKSLCLPAWGPRAHRTYLTLLFGTSIVGPGLVIGLLYVRLARAYWLSQQASFKQTRRLPNPRVLYLILGIVLLFWACFLPFWLWQLLAQYHEAMPLTPETARIVNYLTTCLTYGNSCINPFLYTLLTKNYREYLRGRQRSLGSSCHSPGSPGSFLPSRVHLQQDSGRSLSSSSQQATETLMLSPVPRNGALL. The drug is CCN1CCN(c2cccc3c2CN([C@H](CCCNC(=O)c2cccs2)c2ccc(OC)c(OC)c2)C3=O)CC1. (2) The small molecule is O=C1C=CC(=O)N1CCCCCc1ccccc1. The target is XTSFAESXKPVQQPSAFGS. The pIC50 is 5.5.